Dataset: Forward reaction prediction with 1.9M reactions from USPTO patents (1976-2016). Task: Predict the product of the given reaction. (1) Given the reactants S(Cl)(Cl)=O.[CH3:5][C:6]1[N:10]([C:11]2[CH:16]=[CH:15][C:14]([CH3:17])=[CH:13][CH:12]=2)[N:9]=[CH:8][C:7]=1[C:18]([OH:20])=O.[CH2:21]([O:23][C:24]([C:26]1([C:36]2[CH:41]=[CH:40][C:39]([NH2:42])=[CH:38][N:37]=2)[CH2:35][CH2:34][C:29]2([O:33][CH2:32][CH2:31][O:30]2)[CH2:28][CH2:27]1)=[O:25])[CH3:22].Cl, predict the reaction product. The product is: [CH2:21]([O:23][C:24]([C:26]1([C:36]2[CH:41]=[CH:40][C:39]([NH:42][C:18]([C:7]3[CH:8]=[N:9][N:10]([C:11]4[CH:12]=[CH:13][C:14]([CH3:17])=[CH:15][CH:16]=4)[C:6]=3[CH3:5])=[O:20])=[CH:38][N:37]=2)[CH2:35][CH2:34][C:29]2([O:30][CH2:31][CH2:32][O:33]2)[CH2:28][CH2:27]1)=[O:25])[CH3:22]. (2) Given the reactants [CH2:1]([O:3][C:4](=[O:17])[CH2:5][C:6]1[CH:16]=[CH:15][CH:14]=[CH:13][C:7]=1[C:8]([O:10][CH2:11][CH3:12])=[O:9])[CH3:2].[Br:18]Br, predict the reaction product. The product is: [Br:18][CH:5]([C:6]1[CH:16]=[CH:15][CH:14]=[CH:13][C:7]=1[C:8]([O:10][CH2:11][CH3:12])=[O:9])[C:4]([O:3][CH2:1][CH3:2])=[O:17]. (3) Given the reactants CN1CCOCC1.[O:8]1[C:12]2[CH:13]=[CH:14][CH:15]=[CH:16][C:11]=2[N:10]=[C:9]1[N:17]1[CH2:22][CH2:21][CH2:20][CH2:19][C@H:18]1[C:23]([OH:25])=O.O.OC1C2N=NNC=2C=CC=1.Cl.[CH2:38]([O:45][C:46]([NH:48][CH2:49][CH2:50][NH2:51])=[O:47])[C:39]1[CH:44]=[CH:43][CH:42]=[CH:41][CH:40]=1.Cl.CN(C)CCCN=C=NCC, predict the reaction product. The product is: [O:8]1[C:12]2[CH:13]=[CH:14][CH:15]=[CH:16][C:11]=2[N:10]=[C:9]1[N:17]1[CH2:22][CH2:21][CH2:20][CH2:19][C@H:18]1[C:23]([NH:51][CH2:50][CH2:49][NH:48][C:46](=[O:47])[O:45][CH2:38][C:39]1[CH:40]=[CH:41][CH:42]=[CH:43][CH:44]=1)=[O:25]. (4) Given the reactants Cl.[O:2]1[CH:6]=[CH:5][CH:4]=[C:3]1[C:7](=[NH:21])[NH:8][C:9]1[CH:10]=[C:11]([CH:16]=[CH:17][C:18]=1[O:19][CH3:20])[C:12]([O:14]C)=[O:13].[O-]Cl.[Na+].C([O-])(O)=O.[Na+].[OH-].[Na+], predict the reaction product. The product is: [O:2]1[CH:6]=[CH:5][CH:4]=[C:3]1[C:7]1[NH:8][C:9]2[C:18]([O:19][CH3:20])=[CH:17][CH:16]=[C:11]([C:12]([OH:14])=[O:13])[C:10]=2[N:21]=1.